Dataset: Full USPTO retrosynthesis dataset with 1.9M reactions from patents (1976-2016). Task: Predict the reactants needed to synthesize the given product. The reactants are: Br[C:2]1[CH:3]=[C:4]2[C:8](=[CH:9][CH:10]=1)[C:7](=[O:11])[N:6]([CH:12]1[CH2:17][CH2:16][CH2:15][CH2:14][CH2:13]1)[CH2:5]2.C1C=CC(P(C2C=CC3C(=CC=CC=3)C=2C2C3C(=CC=CC=3)C=CC=2P(C2C=CC=CC=2)C2C=CC=CC=2)C2C=CC=CC=2)=CC=1.C(=[NH:77])(C1C=CC=CC=1)C1C=CC=CC=1.CC(C)([O-])C.[Na+].Cl.[OH-].[Na+]. Given the product [NH2:77][C:2]1[CH:3]=[C:4]2[C:8](=[CH:9][CH:10]=1)[C:7](=[O:11])[N:6]([CH:12]1[CH2:17][CH2:16][CH2:15][CH2:14][CH2:13]1)[CH2:5]2, predict the reactants needed to synthesize it.